From a dataset of Full USPTO retrosynthesis dataset with 1.9M reactions from patents (1976-2016). Predict the reactants needed to synthesize the given product. (1) Given the product [Cl:21][CH2:17][C@H:10]1[CH2:11][CH2:12][CH2:13][C@@H:14]([CH2:23][Cl:26])[N:9]1[C:4]1[CH:5]=[CH:6][CH:7]=[CH:8][C:3]=1[O:2][CH3:1], predict the reactants needed to synthesize it. The reactants are: [CH3:1][O:2][C:3]1[CH:8]=[CH:7][CH:6]=[CH:5][C:4]=1[N:9]1[C@H:14](CO)[CH2:13][CH2:12][CH2:11][C@@H:10]1[CH2:17]O.S(Cl)([Cl:21])=O.[CH:23]([Cl:26])(Cl)Cl. (2) Given the product [Br:27][C:24]1[CH:25]=[CH:26][C:21]([C:19]2[N:6]=[C:5]([C:4]3[CH:8]=[CH:9][CH:10]=[C:2]([Cl:1])[CH:3]=3)[NH:7][CH:18]=2)=[CH:22][CH:23]=1, predict the reactants needed to synthesize it. The reactants are: [Cl:1][C:2]1[CH:3]=[C:4]([CH:8]=[CH:9][CH:10]=1)[C:5]([NH2:7])=[NH:6].C([O-])(O)=O.[Na+].O.Br[CH2:18][C:19]([C:21]1[CH:26]=[CH:25][C:24]([Br:27])=[CH:23][CH:22]=1)=O. (3) Given the product [C:7]([C:4]1[S:3][C:2]([NH:1][C:12](=[O:13])[C:11]([F:22])([F:21])[F:10])=[N:6][CH:5]=1)#[N:8], predict the reactants needed to synthesize it. The reactants are: [NH2:1][C:2]1[S:3][C:4]([CH:7]=[N:8]O)=[CH:5][N:6]=1.[F:10][C:11]([F:22])([F:21])[C:12](O[C:12](=[O:13])[C:11]([F:22])([F:21])[F:10])=[O:13]. (4) Given the product [CH2:30]([N:27]1[CH2:28][CH2:29][CH:24]([O:23][C:20]2[CH:21]=[C:22]3[C:17](=[CH:18][CH:19]=2)[NH:16][N:15]=[C:14]3[S:11]([C:1]2[C:10]3[C:5](=[CH:6][CH:7]=[CH:8][CH:9]=3)[CH:4]=[CH:3][CH:2]=2)(=[O:12])=[O:13])[CH2:25][CH2:26]1)[CH2:31][CH2:32][CH3:33], predict the reactants needed to synthesize it. The reactants are: [C:1]1([S:11]([C:14]2[C:22]3[C:17](=[CH:18][CH:19]=[C:20]([O:23][CH:24]4[CH2:29][CH2:28][NH:27][CH2:26][CH2:25]4)[CH:21]=3)[NH:16][N:15]=2)(=[O:13])=[O:12])[C:10]2[C:5](=[CH:6][CH:7]=[CH:8][CH:9]=2)[CH:4]=[CH:3][CH:2]=1.[CH:30](=O)[CH2:31][CH2:32][CH3:33].C(O)(=O)C.C(O[BH-](OC(=O)C)OC(=O)C)(=O)C.[Na+].[OH-].[Na+].